Task: Predict the product of the given reaction.. Dataset: Forward reaction prediction with 1.9M reactions from USPTO patents (1976-2016) (1) Given the reactants [CH3:1][O:2][C:3]1N=[C:7]2[C:9]([C:13]3[N:24]([S:25]([C:28]4[CH:33]=[CH:32][C:31]([CH3:34])=[CH:30][CH:29]=4)(=[O:27])=[O:26])[C:16]4[N:17]=[CH:18][CH:19]=[C:20]([CH:21]=[N:22]O)[C:15]=4[CH:14]=3)=[CH:10][N:11]([CH3:12])[C:6]2=[CH:5][C:4]=1[O:35][CH3:36].[CH:37](O)=O, predict the reaction product. The product is: [CH3:1][O:2][C:3]1[CH:37]=[C:7]2[C:6](=[CH:5][C:4]=1[O:35][CH3:36])[N:11]([CH3:12])[CH:10]=[C:9]2[C:13]1[N:24]([S:25]([C:28]2[CH:33]=[CH:32][C:31]([CH3:34])=[CH:30][CH:29]=2)(=[O:27])=[O:26])[C:16]2=[N:17][CH:18]=[CH:19][C:20]([CH2:21][NH2:22])=[C:15]2[CH:14]=1. (2) Given the reactants [Cl:1][C:2]1[CH:7]=[CH:6][C:5]([S:8]([N:11]([CH2:21][C:22]2[CH:33]=[CH:32][C:25]([C:26]([NH:28][CH2:29][CH2:30][OH:31])=[O:27])=[CH:24][CH:23]=2)[C@H:12]([C:15]2[CH:20]=[CH:19][CH:18]=[CH:17][CH:16]=2)[CH2:13][CH3:14])(=[O:10])=[O:9])=[CH:4][CH:3]=1.[H-].[Na+].I[CH3:37], predict the reaction product. The product is: [Cl:1][C:2]1[CH:7]=[CH:6][C:5]([S:8]([N:11]([CH2:21][C:22]2[CH:23]=[CH:24][C:25]([C:26]([NH:28][CH2:29][CH2:30][O:31][CH3:37])=[O:27])=[CH:32][CH:33]=2)[C@H:12]([C:15]2[CH:20]=[CH:19][CH:18]=[CH:17][CH:16]=2)[CH2:13][CH3:14])(=[O:9])=[O:10])=[CH:4][CH:3]=1. (3) The product is: [Cl:9][C:10]1[CH:11]=[C:12]([C:13]2[O:14][N:8]=[C:4]([CH:3]([OH:6])[CH2:2][CH3:1])[N:5]=2)[CH:16]=[CH:17][CH:18]=1. Given the reactants [CH3:1][CH2:2][CH:3]([OH:6])[C:4]#[N:5].O[NH2:8].[Cl:9][C:10]1[CH:11]=[C:12]([CH:16]=[CH:17][CH:18]=1)[C:13](Cl)=[O:14].C([O-])(O)=O.[Na+], predict the reaction product.